Task: Predict the reaction yield, written as a fraction of the theoretical maximum amount of product (1.0 means a 100% yield; for example, 0.34 means a 34% yield).. Dataset: Reaction yield outcomes from USPTO patents with 853,638 reactions (1) The reactants are [NH2:1][C:2]1[NH:3][C:4]2[CH:10]=[C:9](N)[CH:8]=[CH:7][C:5]=2[N:6]=1.[CH3:12][C:13]([O:16][C:17]([NH:19][C:20]1[CH:24]=[C:23]([C:25](ON2N=NC3C2=CC=CC=3)=[O:26])[N:22]([CH3:37])[CH:21]=1)=[O:18])([CH3:15])[CH3:14].C1(C=CC(O)=CC=1)O. The catalyst is CN1C(=O)CCC1.CCCCCC.CCOCC. The product is [C:13]([O:16][C:17]([NH:19][C:20]1[CH:24]=[C:23]([C:25]([NH:1][C:2]2[NH:3][C:4]3[CH:10]=[CH:9][CH:8]=[CH:7][C:5]=3[N:6]=2)=[O:26])[N:22]([CH3:37])[CH:21]=1)=[O:18])([CH3:15])([CH3:12])[CH3:14]. The yield is 0.540. (2) The reactants are C([N:8]1[CH2:16][C:15]2[C:10](=[C:11]([O:18][CH3:19])[CH:12]=[CH:13][C:14]=2[Br:17])[CH2:9]1)C1C=CC=CC=1.[Cl:20]C(OC(Cl)C)=O. The catalyst is C(Cl)Cl.CO. The product is [ClH:20].[Br:17][C:14]1[CH:13]=[CH:12][C:11]([O:18][CH3:19])=[C:10]2[C:15]=1[CH2:16][NH:8][CH2:9]2. The yield is 0.650. (3) The reactants are C1(N)C(F)=C(F)C(F)=[C:3]([NH2:10])[C:2]=1F.Cl.Cl.[NH:15]1[CH2:20][CH2:19][CH:18]([N:21]2[CH2:25][CH2:24][N:23]([CH2:26][CH2:27][CH2:28][N:29]3[CH2:34][CH2:33][CH2:32][CH2:31][CH2:30]3)[C:22]2=[C:35]([C:38]#[N:39])[C:36]#[N:37])[CH2:17][CH2:16]1.ICC#N.O. The catalyst is CN(C=O)C. The product is [C:3]([CH2:2][N:15]1[CH2:20][CH2:19][CH:18]([N:21]2[CH2:25][CH2:24][N:23]([CH2:26][CH2:27][CH2:28][N:29]3[CH2:34][CH2:33][CH2:32][CH2:31][CH2:30]3)[C:22]2=[C:35]([C:36]#[N:37])[C:38]#[N:39])[CH2:17][CH2:16]1)#[N:10]. The yield is 0.174. (4) The reactants are Br[C:2]1[CH:3]=[CH:4][C:5]([N:8]2[CH:12]=[CH:11][C:10]([CH:13]([C:15]3[CH:27]=[CH:26][C:18]4[N:19]([CH2:23][O:24][CH3:25])[C:20](=[O:22])[S:21][C:17]=4[CH:16]=3)[CH3:14])=[N:9]2)=[N:6][CH:7]=1.CC(C1C=C(C(C)C)C(C2C=CC=CC=2P(C2CCCCC2)C2CCCCC2)=C(C(C)C)C=1)C.CC(C)([O-])C.[Na+].[NH:68]1[CH2:73][CH2:72][O:71][CH2:70][CH2:69]1. The catalyst is C1C=CC(/C=C/C(/C=C/C2C=CC=CC=2)=O)=CC=1.C1C=CC(/C=C/C(/C=C/C2C=CC=CC=2)=O)=CC=1.C1C=CC(/C=C/C(/C=C/C2C=CC=CC=2)=O)=CC=1.[Pd].[Pd].C1(C)C=CC=CC=1. The product is [CH3:25][O:24][CH2:23][N:19]1[C:18]2[CH:26]=[CH:27][C:15]([CH:13]([C:10]3[CH:11]=[CH:12][N:8]([C:5]4[CH:4]=[CH:3][C:2]([N:68]5[CH2:73][CH2:72][O:71][CH2:70][CH2:69]5)=[CH:7][N:6]=4)[N:9]=3)[CH3:14])=[CH:16][C:17]=2[S:21][C:20]1=[O:22]. The yield is 0.290. (5) The reactants are [C:1]([C:3]1[CH:7]=[CH:6][N:5]([CH2:8][CH2:9][CH2:10][O:11][C:12]2[CH:46]=[CH:45][C:15]([CH2:16][CH2:17][C:18]3[CH:23]=[CH:22][C:21]([F:24])=[CH:20][C:19]=3[C:25]3[N:30]=[C:29]([N:31]4[C:35]([C:36]([F:39])([F:38])[F:37])=[C:34]([C:40]([O:42]CC)=[O:41])[CH:33]=[N:32]4)[CH:28]=[CH:27][CH:26]=3)=[C:14]([CH3:47])[CH:13]=2)[N:4]=1)#[N:2].[OH-].[Na+]. The catalyst is C(O)C.O. The product is [C:1]([C:3]1[CH:7]=[CH:6][N:5]([CH2:8][CH2:9][CH2:10][O:11][C:12]2[CH:46]=[CH:45][C:15]([CH2:16][CH2:17][C:18]3[CH:23]=[CH:22][C:21]([F:24])=[CH:20][C:19]=3[C:25]3[N:30]=[C:29]([N:31]4[C:35]([C:36]([F:38])([F:39])[F:37])=[C:34]([C:40]([OH:42])=[O:41])[CH:33]=[N:32]4)[CH:28]=[CH:27][CH:26]=3)=[C:14]([CH3:47])[CH:13]=2)[N:4]=1)#[N:2]. The yield is 0.452.